Dataset: Full USPTO retrosynthesis dataset with 1.9M reactions from patents (1976-2016). Task: Predict the reactants needed to synthesize the given product. (1) Given the product [N+:7]([C:10]1[CH:15]=[CH:14][C:13]([C:26]2[CH2:25][CH2:29][N:28]([C:30]([O:32][C:33]([CH3:36])([CH3:35])[CH3:34])=[O:31])[CH:27]=2)=[CH:12][CH:11]=1)([O-:9])=[O:8], predict the reactants needed to synthesize it. The reactants are: C([O-])([O-])=O.[Na+].[Na+].[N+:7]([C:10]1[CH:15]=[CH:14][C:13](B(O)O)=[CH:12][CH:11]=1)([O-:9])=[O:8].FC(F)(F)S(O[C:25]1[CH2:26][CH2:27][N:28]([C:30]([O:32][C:33]([CH3:36])([CH3:35])[CH3:34])=[O:31])[CH:29]=1)(=O)=O.[Li+].[Cl-]. (2) Given the product [CH3:1][O:2][C:3]([C:5]1[CH:13]=[C:12]2[C:8]([C:9]([CH:32]3[CH2:37][CH2:36][CH2:35][CH2:34][CH2:33]3)=[C:10]([C:23]3[CH:24]=[C:25]4[C:26](=[CH:27][CH:28]=3)[N:29]=[C:59]([C:55]3[CH:56]=[CH:57][CH:58]=[C:53]([N+:50]([O-:52])=[O:51])[CH:54]=3)[CH:60]=[CH:30]4)[N:11]2[CH2:14][C:15]([N:17]2[CH2:18][CH2:19][O:20][CH2:21][CH2:22]2)=[O:16])=[CH:7][CH:6]=1)=[O:4], predict the reactants needed to synthesize it. The reactants are: [CH3:1][O:2][C:3]([C:5]1[CH:13]=[C:12]2[C:8]([C:9]([CH:32]3[CH2:37][CH2:36][CH2:35][CH2:34][CH2:33]3)=[C:10]([C:23]3[CH:28]=[CH:27][C:26]([NH2:29])=[C:25]([CH:30]=O)[CH:24]=3)[N:11]2[CH2:14][C:15]([N:17]2[CH2:22][CH2:21][O:20][CH2:19][CH2:18]2)=[O:16])=[CH:7][CH:6]=1)=[O:4].C(C1C=C(C=O)C(O)=CC=1)(=O)C.[N+:50]([C:53]1[CH:54]=[C:55]([C:59](=O)[CH3:60])[CH:56]=[CH:57][CH:58]=1)([O-:52])=[O:51]. (3) Given the product [I:11][C:12]1[CH:13]=[CH:14][C:15]([N:9]2[CH:10]=[C:6]([C:4]([OH:3])=[O:5])[CH:7]=[N:8]2)=[N:16][CH:17]=1, predict the reactants needed to synthesize it. The reactants are: C([O:3][C:4]([C:6]1[CH:7]=[N:8][NH:9][CH:10]=1)=[O:5])C.[I:11][C:12]1[CH:13]=[CH:14][C:15](F)=[N:16][CH:17]=1.CNC1CCCCC1NC.C(=O)([O-])[O-].[K+].[K+]. (4) The reactants are: I[C:2]1[C:10]2[CH:9]=[N:8][CH:7]=[N:6][C:5]=2[N:4]([CH:11]([CH3:13])[CH3:12])[CH:3]=1.[Cl:14][C:15]1[CH:20]=[C:19]([C:21](N(OC)C)=[O:22])[CH:18]=[C:17]([O:27][CH3:28])[N:16]=1. Given the product [Cl:14][C:15]1[CH:20]=[C:19]([C:21]([C:2]2[C:10]3[CH:9]=[N:8][CH:7]=[N:6][C:5]=3[N:4]([CH:11]([CH3:13])[CH3:12])[CH:3]=2)=[O:22])[CH:18]=[C:17]([O:27][CH3:28])[N:16]=1, predict the reactants needed to synthesize it.